From a dataset of Full USPTO retrosynthesis dataset with 1.9M reactions from patents (1976-2016). Predict the reactants needed to synthesize the given product. Given the product [C:17]([O:16][C:14]([N:3]1[C:4]2[C:9](=[CH:8][CH:7]=[C:6]([S:11][CH3:12])[CH:5]=2)[CH:10]=[C:2]1[CH3:1])=[O:13])([CH3:20])([CH3:19])[CH3:18], predict the reactants needed to synthesize it. The reactants are: [CH3:1][C:2]1[NH:3][C:4]2[C:9]([CH:10]=1)=[CH:8][CH:7]=[C:6]([S:11][CH3:12])[CH:5]=2.[O:13](C(OC(C)(C)C)=O)[C:14]([O:16][C:17]([CH3:20])([CH3:19])[CH3:18])=O.